Dataset: Catalyst prediction with 721,799 reactions and 888 catalyst types from USPTO. Task: Predict which catalyst facilitates the given reaction. (1) Reactant: [Cl:1][C:2]1[CH:3]=[CH:4][C:5]([OH:23])=[C:6]([C:8]2([OH:22])[C:16]3[C:11](=[CH:12][C:13]([C:17]([F:20])([F:19])[F:18])=[CH:14][CH:15]=3)[NH:10][C:9]2=[O:21])[CH:7]=1.[F:24][C:25]([F:35])([F:34])[C:26]1[CH:33]=[CH:32][C:29]([CH2:30]Br)=[CH:28][CH:27]=1.C([O-])([O-])=O.[K+].[K+]. Product: [Cl:1][C:2]1[CH:3]=[CH:4][C:5]([O:23][CH2:30][C:29]2[CH:28]=[CH:27][C:26]([C:25]([F:24])([F:34])[F:35])=[CH:33][CH:32]=2)=[C:6]([C:8]2([OH:22])[C:16]3[C:11](=[CH:12][C:13]([C:17]([F:20])([F:19])[F:18])=[CH:14][CH:15]=3)[NH:10][C:9]2=[O:21])[CH:7]=1. The catalyst class is: 131. (2) Reactant: Br[C:2]1[S:6][C:5]([CH2:7][N:8]([CH2:21][C:22]([F:25])([F:24])[F:23])[C:9]2[CH:16]=[CH:15][C:12]([C:13]#[N:14])=[C:11]([C:17]([F:20])([F:19])[F:18])[CH:10]=2)=[CH:4][CH:3]=1.[F:26][C:27]1[CH:32]=[CH:31][C:30](B(O)O)=[CH:29][CH:28]=1.C([O-])(O)=O.[Na+].O. Product: [F:26][C:27]1[CH:32]=[CH:31][C:30]([C:2]2[S:6][C:5]([CH2:7][N:8]([CH2:21][C:22]([F:25])([F:23])[F:24])[C:9]3[CH:16]=[CH:15][C:12]([C:13]#[N:14])=[C:11]([C:17]([F:19])([F:20])[F:18])[CH:10]=3)=[CH:4][CH:3]=2)=[CH:29][CH:28]=1. The catalyst class is: 394. (3) Reactant: ClC(OCC)=O.[Cl:7][C:8]1[CH:16]=[CH:15][CH:14]=[C:13]2[C:9]=1[C:10]([C:23]([OH:25])=O)=[CH:11][N:12]2[C:17]1[N:22]=[CH:21][CH:20]=[CH:19][N:18]=1.CCN(C(C)C)C(C)C.[N-:35]=[N+:36]=[N-:37].[Na+]. Product: [Cl:7][C:8]1[CH:16]=[CH:15][CH:14]=[C:13]2[C:9]=1[C:10]([C:23]([N:35]=[N+:36]=[N-:37])=[O:25])=[CH:11][N:12]2[C:17]1[N:22]=[CH:21][CH:20]=[CH:19][N:18]=1. The catalyst class is: 95. (4) Reactant: [OH:1][C:2]1[C:7]2[CH:8]=[C:9]([CH3:11])[O:10][C:6]=2[CH:5]=[C:4]([C:12]([O:14][CH2:15][CH3:16])=[O:13])[CH:3]=1.Cl[C:18]1[N:19]=[CH:20][C:21]([C:24]([N:26]([CH3:28])[CH3:27])=[O:25])=[N:22][CH:23]=1.C(=O)([O-])[O-].[Cs+].[Cs+]. Product: [CH3:27][N:26]([CH3:28])[C:24]([C:21]1[N:22]=[CH:23][C:18]([O:1][C:2]2[C:7]3[CH:8]=[C:9]([CH3:11])[O:10][C:6]=3[CH:5]=[C:4]([C:12]([O:14][CH2:15][CH3:16])=[O:13])[CH:3]=2)=[N:19][CH:20]=1)=[O:25]. The catalyst class is: 9. (5) Reactant: C([O:3][C:4](=[O:36])[CH2:5][CH2:6][CH2:7][C:8](=[O:35])[N:9]1[C:17]2[C:12](=[CH:13][C:14]([O:18][CH2:19][C:20]3[S:21][C:22]([C:31]([F:34])([F:33])[F:32])=[C:23]([C:25]4[CH:30]=[CH:29][CH:28]=[CH:27][CH:26]=4)[CH:24]=3)=[CH:15][CH:16]=2)[CH2:11][CH2:10]1)C.Cl.O. Product: [O:35]=[C:8]([N:9]1[C:17]2[C:12](=[CH:13][C:14]([O:18][CH2:19][C:20]3[S:21][C:22]([C:31]([F:34])([F:33])[F:32])=[C:23]([C:25]4[CH:30]=[CH:29][CH:28]=[CH:27][CH:26]=4)[CH:24]=3)=[CH:15][CH:16]=2)[CH2:11][CH2:10]1)[CH2:7][CH2:6][CH2:5][C:4]([OH:36])=[O:3]. The catalyst class is: 702. (6) Reactant: [Br:1]Br.[N:3]1[C:8]2[NH:9][CH2:10][CH2:11][CH2:12][O:13][C:7]=2[CH:6]=[CH:5][CH:4]=1.C([O-])([O-])=O.[K+].[K+]. Product: [Br:1][C:5]1[CH:4]=[N:3][C:8]2[NH:9][CH2:10][CH2:11][CH2:12][O:13][C:7]=2[CH:6]=1. The catalyst class is: 2. (7) Product: [NH2:20][C:5]1[C:6]2[C:11](=[CH:10][C:9]([C:12]([N:14]3[CH2:17][CH:16]([O:18][CH3:19])[CH2:15]3)=[O:13])=[CH:8][CH:7]=2)[C:2]([C:28]2[CH:29]=[C:30]3[C:25]([CH2:24][C:23](=[O:40])[N:22]3[CH3:21])=[CH:26][CH:27]=2)=[CH:3][N:4]=1. Reactant: Cl[C:2]1[C:11]2[C:6](=[CH:7][CH:8]=[C:9]([C:12]([N:14]3[CH2:17][CH:16]([O:18][CH3:19])[CH2:15]3)=[O:13])[CH:10]=2)[C:5]([NH2:20])=[N:4][CH:3]=1.[CH3:21][N:22]1[C:30]2[C:25](=[CH:26][CH:27]=[C:28](B3OC(C)(C)C(C)(C)O3)[CH:29]=2)[CH2:24][C:23]1=[O:40].CC([O-])=O.[K+].CN(C)C=O. The catalyst class is: 6. (8) Reactant: [F:1][C:2]([Si](C)(C)C)([F:4])[F:3].[CH3:9][C:10]1[CH:15]=[C:14]([C:16](=[O:25])[CH:17]([C:19]2[CH:24]=[CH:23][CH:22]=[CH:21][CH:20]=2)[CH3:18])[CH:13]=[CH:12][N:11]=1.O.O.O.[F-].C([N+](CCCC)(CCCC)CCCC)CCC. Product: [F:1][C:2]([F:4])([F:3])[C:16]([C:14]1[CH:13]=[CH:12][N:11]=[C:10]([CH3:9])[CH:15]=1)([OH:25])[CH:17]([C:19]1[CH:20]=[CH:21][CH:22]=[CH:23][CH:24]=1)[CH3:18]. The catalyst class is: 1.